From a dataset of Peptide-MHC class II binding affinity with 134,281 pairs from IEDB. Regression. Given a peptide amino acid sequence and an MHC pseudo amino acid sequence, predict their binding affinity value. This is MHC class II binding data. The peptide sequence is NLALSIKYNKEGDSM. The MHC is DRB1_0701 with pseudo-sequence DRB1_0701. The binding affinity (normalized) is 0.305.